The task is: Regression. Given a peptide amino acid sequence and an MHC pseudo amino acid sequence, predict their binding affinity value. This is MHC class II binding data.. This data is from Peptide-MHC class II binding affinity with 134,281 pairs from IEDB. (1) The peptide sequence is IKLVKSSRPDCSEIP. The MHC is HLA-DQA10102-DQB10502 with pseudo-sequence HLA-DQA10102-DQB10502. The binding affinity (normalized) is 0.0437. (2) The peptide sequence is GPPAAEYWNSQKEVL. The MHC is DRB1_0401 with pseudo-sequence DRB1_0401. The binding affinity (normalized) is 0.0829. (3) The peptide sequence is ISSMLNIMNRRKRSV. The MHC is DRB1_1101 with pseudo-sequence DRB1_1101. The binding affinity (normalized) is 0.765.